From a dataset of Full USPTO retrosynthesis dataset with 1.9M reactions from patents (1976-2016). Predict the reactants needed to synthesize the given product. (1) Given the product [Br:1][CH2:2][C:3]([C:5]1[C:14]([F:15])=[CH:13][CH:12]=[C:11]2[C:6]=1[N:7]=[C:8]([NH:17][C:18]1([CH3:21])[CH2:20][CH2:19]1)[C:9]([CH3:16])=[N:10]2)=[O:4], predict the reactants needed to synthesize it. The reactants are: [Br:1][CH2:2][C:3]([C:5]1[C:14]([F:15])=[CH:13][CH:12]=[C:11]2[C:6]=1[N:7]=[C:8]([NH:17][C:18]([CH3:21])([CH3:20])[CH3:19])[C:9]([CH3:16])=[N:10]2)=[O:4].FC1C(C(=O)C)=C2C(=CC=1)N=C(C)C(NC1(C)CC1)=N2. (2) Given the product [C:32]([C:21]1[N:22]=[C:23]([NH:25][C:26]2[CH:27]=[N:28][CH:29]=[CH:30][CH:31]=2)[O:24][C:20]=1[C:17]1[CH:16]=[CH:15][C:14]([N:11]2[CH2:12][CH2:13][N:8]([C:6]([O:5][C:1]([CH3:4])([CH3:2])[CH3:3])=[O:7])[CH2:9][CH2:10]2)=[CH:19][CH:18]=1)(=[O:34])[NH2:42], predict the reactants needed to synthesize it. The reactants are: [C:1]([O:5][C:6]([N:8]1[CH2:13][CH2:12][N:11]([C:14]2[CH:19]=[CH:18][C:17]([C:20]3[O:24][C:23]([NH:25][C:26]4[CH:27]=[N:28][CH:29]=[CH:30][CH:31]=4)=[N:22][C:21]=3[C:32]([OH:34])=O)=[CH:16][CH:15]=2)[CH2:10][CH2:9]1)=[O:7])([CH3:4])([CH3:3])[CH3:2].F[P-](F)(F)(F)(F)F.[N:42]1(OC(N(C)C)=[N+](C)C)C2N=CC=CC=2N=N1.C(N(C(C)C)CC)(C)C.N.O1CCOCC1. (3) Given the product [C:11]([C:15]1[CH:16]=[CH:17][C:18]([NH:19][C:7]([C:6]2[CH:9]=[CH:10][C:3]([S:2][CH3:1])=[CH:4][CH:5]=2)=[NH:8])=[CH:20][CH:21]=1)([CH3:14])([CH3:12])[CH3:13], predict the reactants needed to synthesize it. The reactants are: [CH3:1][S:2][C:3]1[CH:10]=[CH:9][C:6]([C:7]#[N:8])=[CH:5][CH:4]=1.[C:11]([C:15]1[CH:21]=[CH:20][C:18]([NH2:19])=[CH:17][CH:16]=1)([CH3:14])([CH3:13])[CH3:12].